This data is from Forward reaction prediction with 1.9M reactions from USPTO patents (1976-2016). The task is: Predict the product of the given reaction. (1) Given the reactants [CH3:1][N:2]1[C:6]([N:7]2[CH2:13][CH2:12][CH2:11][N:10](C(OC(C)(C)C)=O)[CH2:9][CH2:8]2)=[C:5]([N+:21]([O-:23])=[O:22])[CH:4]=[N:3]1, predict the reaction product. The product is: [CH3:1][N:2]1[C:6]([N:7]2[CH2:13][CH2:12][CH2:11][NH:10][CH2:9][CH2:8]2)=[C:5]([N+:21]([O-:23])=[O:22])[CH:4]=[N:3]1. (2) Given the reactants [N+:1]([C:4]1[CH:9]=[CH:8][CH:7]=[CH:6][C:5]=1[N:10]1[C:34](=[O:35])[C:13]2=[CH:14][N:15]([CH2:22][C:23]3[CH:28]=[CH:27][C:26]([N:29]4[CH:33]=[CH:32][CH:31]=[N:30]4)=[CH:25][CH:24]=3)[C:16]3[CH:17]=[CH:18][CH:19]=[CH:20][C:21]=3[C:12]2=[N:11]1)([O-])=O.O.O.[Sn](Cl)Cl.Cl.[OH-].[Na+], predict the reaction product. The product is: [NH2:1][C:4]1[CH:9]=[CH:8][CH:7]=[CH:6][C:5]=1[N:10]1[C:34](=[O:35])[C:13]2=[CH:14][N:15]([CH2:22][C:23]3[CH:28]=[CH:27][C:26]([N:29]4[CH:33]=[CH:32][CH:31]=[N:30]4)=[CH:25][CH:24]=3)[C:16]3[CH:17]=[CH:18][CH:19]=[CH:20][C:21]=3[C:12]2=[N:11]1. (3) Given the reactants Br[C:2]1[C:3](C)=[C:4]([CH:8]=[CH:9][CH:10]=1)[C:5]([NH2:7])=[O:6].[O:12]1[CH2:16][CH2:15][O:14][CH:13]1[C:17]1[CH:22]=[CH:21][C:20](B(O)O)=[CH:19][C:18]=1[C:26]([F:29])([F:28])[F:27], predict the reaction product. The product is: [O:12]1[CH2:16][CH2:15][O:14][CH:13]1[C:17]1[CH:22]=[CH:21][C:20]([C:2]2[CH:10]=[CH:9][CH:8]=[C:4]([C:5]([NH2:7])=[O:6])[CH:3]=2)=[CH:19][C:18]=1[C:26]([F:27])([F:28])[F:29]. (4) Given the reactants [NH:1]1[CH:5]=[CH:4][C:3]([N:6]2[C:14](=[O:15])[C:13]3[C:8](=[CH:9][CH:10]=[CH:11][CH:12]=3)[C:7]2=[O:16])=[N:2]1.C[Si]([N-][Si](C)(C)C)(C)C.[Li+].Br[CH2:28][C:29]1[CH:34]=[CH:33][CH:32]=[CH:31][C:30]=1[O:35][C:36]1[CH:41]=[CH:40][CH:39]=[CH:38][CH:37]=1.Cl, predict the reaction product. The product is: [C:36]1([O:35][C:30]2[CH:31]=[CH:32][CH:33]=[CH:34][C:29]=2[CH2:28][N:1]2[CH:5]=[CH:4][C:3]([N:6]3[C:14](=[O:15])[C:13]4[C:8](=[CH:9][CH:10]=[CH:11][CH:12]=4)[C:7]3=[O:16])=[N:2]2)[CH:37]=[CH:38][CH:39]=[CH:40][CH:41]=1. (5) Given the reactants Cl[C:2]1[N:7]2[N:8]=[C:9]([S:11][CH3:12])[N:10]=[C:6]2[N:5]=[C:4]([CH3:13])[CH:3]=1.[NH2:14][C:15]1[CH:20]=[CH:19][C:18]([S:21]([F:26])([F:25])([F:24])([F:23])[F:22])=[CH:17][CH:16]=1.N, predict the reaction product. The product is: [CH3:13][C:4]1[CH:3]=[C:2]([NH:14][C:15]2[CH:20]=[CH:19][C:18]([S:21]([F:26])([F:22])([F:23])([F:24])[F:25])=[CH:17][CH:16]=2)[N:7]2[N:8]=[C:9]([S:11][CH3:12])[N:10]=[C:6]2[N:5]=1. (6) Given the reactants [Cl:1][C:2]1[C:7]([CH2:8]O)=[CH:6][N:5]=[C:4]2[N:10]([CH2:13][C:14]3[CH:19]=[CH:18][C:17]([O:20][CH3:21])=[CH:16][CH:15]=3)[N:11]=[CH:12][C:3]=12.C(Cl)[Cl:23].C(N(CC)C(C)C)(C)C.CS(Cl)(=O)=O, predict the reaction product. The product is: [Cl:1][C:2]1[C:7]([CH2:8][Cl:23])=[CH:6][N:5]=[C:4]2[N:10]([CH2:13][C:14]3[CH:19]=[CH:18][C:17]([O:20][CH3:21])=[CH:16][CH:15]=3)[N:11]=[CH:12][C:3]=12. (7) Given the reactants [CH3:1][C:2]1[N:7]([CH2:8][C:9]2[S:10][C:11]([C:14]([F:17])([F:16])[F:15])=[CH:12][CH:13]=2)[C:6](=[O:18])[N:5]=[C:4](SC)[N:3]=1.Cl.[CH3:22][O:23][C:24]1[CH:25]=[C:26]2[C:31](=[CH:32][CH:33]=1)[CH2:30][NH:29][CH2:28][CH:27]2[OH:34], predict the reaction product. The product is: [OH:34][CH:27]1[C:26]2[C:31](=[CH:32][CH:33]=[C:24]([O:23][CH3:22])[CH:25]=2)[CH2:30][N:29]([C:4]2[N:3]=[C:2]([CH3:1])[N:7]([CH2:8][C:9]3[S:10][C:11]([C:14]([F:17])([F:16])[F:15])=[CH:12][CH:13]=3)[C:6](=[O:18])[N:5]=2)[CH2:28]1.